Task: Regression. Given a peptide amino acid sequence and an MHC pseudo amino acid sequence, predict their binding affinity value. This is MHC class I binding data.. Dataset: Peptide-MHC class I binding affinity with 185,985 pairs from IEDB/IMGT (1) The binding affinity (normalized) is 0.0847. The MHC is HLA-A30:01 with pseudo-sequence HLA-A30:01. The peptide sequence is FMIDWILDA. (2) The MHC is HLA-A01:01 with pseudo-sequence HLA-A01:01. The peptide sequence is MTDTTPFGQ. The binding affinity (normalized) is 0.239. (3) The MHC is HLA-B15:09 with pseudo-sequence HLA-B15:09. The binding affinity (normalized) is 0.0847. The peptide sequence is YTMDGEYRL. (4) The peptide sequence is AVFPSIVGR. The MHC is HLA-B27:05 with pseudo-sequence HLA-B27:05. The binding affinity (normalized) is 0.268. (5) The peptide sequence is SIYSRPKIKT. The MHC is HLA-A02:03 with pseudo-sequence HLA-A02:03. The binding affinity (normalized) is 0.430. (6) The MHC is Patr-B1301 with pseudo-sequence Patr-B1301. The peptide sequence is FPCSICLSGL. The binding affinity (normalized) is 0.972.